This data is from Full USPTO retrosynthesis dataset with 1.9M reactions from patents (1976-2016). The task is: Predict the reactants needed to synthesize the given product. (1) The reactants are: CCOC(/N=N/C(OCC)=O)=O.[Si:13]([O:20][CH2:21][C@H:22]([OH:24])[CH3:23])([C:16]([CH3:19])([CH3:18])[CH3:17])([CH3:15])[CH3:14].C1C=CC(P(C2C=CC=CC=2)C2C=CC=CC=2)=CC=1.O[N:45]1[C:49](=[O:50])[C:48]2=[CH:51][CH:52]=[CH:53][CH:54]=[C:47]2[C:46]1=[O:55]. Given the product [Si:13]([O:20][CH2:21][C@@H:22]([O:24][N:45]1[C:49](=[O:50])[C:48]2[C:47](=[CH:54][CH:53]=[CH:52][CH:51]=2)[C:46]1=[O:55])[CH3:23])([C:16]([CH3:19])([CH3:18])[CH3:17])([CH3:15])[CH3:14], predict the reactants needed to synthesize it. (2) Given the product [N:25]1([C:20]([N:17]2[CH2:18][CH2:19][C@@H:15]([O:14][CH:6]([C:5]3[CH:4]=[CH:3][C:2]([Cl:1])=[CH:24][CH:23]=3)[C:7]3[CH:12]=[CH:11][C:10]([Cl:13])=[CH:9][CH:8]=3)[CH2:16]2)=[O:21])[CH2:30][CH2:29][CH2:28][CH2:27][CH2:26]1, predict the reactants needed to synthesize it. The reactants are: [Cl:1][C:2]1[CH:24]=[CH:23][C:5]([CH:6]([O:14][C@@H:15]2[CH2:19][CH2:18][N:17]([C:20](Cl)=[O:21])[CH2:16]2)[C:7]2[CH:12]=[CH:11][C:10]([Cl:13])=[CH:9][CH:8]=2)=[CH:4][CH:3]=1.[NH:25]1[CH2:30][CH2:29][CH2:28][CH2:27][CH2:26]1.C(N(CC)CC)C. (3) Given the product [N:27]1[CH:26]=[CH:15][CH:14]=[C:13]([C:11]([NH2:32])=[O:12])[CH:22]=1, predict the reactants needed to synthesize it. The reactants are: COC1C=C([C:11]([C@@H:13]2[C@:22]3(C)[C@H](C(C)(C)CCC3)C[C@H:15]([CH2:26][NH2:27])[C@H:14]2C)=[O:12])C=C(OC)C=1.C(O)(=O)C1C=CC=[N:32]C=1.C1(N=C=NC2CCCCC2)CCCCC1.